The task is: Regression/Classification. Given a drug SMILES string, predict its absorption, distribution, metabolism, or excretion properties. Task type varies by dataset: regression for continuous measurements (e.g., permeability, clearance, half-life) or binary classification for categorical outcomes (e.g., BBB penetration, CYP inhibition). Dataset: cyp2c19_veith.. This data is from CYP2C19 inhibition data for predicting drug metabolism from PubChem BioAssay. (1) The drug is Clc1ccccc1-c1nc(-c2ccncc2)no1. The result is 1 (inhibitor). (2) The compound is CCOC(=O)C(C(=O)N(C)C)c1ncc(C(F)(F)F)cc1Cl. The result is 0 (non-inhibitor). (3) The molecule is Cc1cccc(NC(=O)CSc2nc3nc(C)cc(C)c3c(=O)[nH]2)c1. The result is 1 (inhibitor).